From a dataset of Reaction yield outcomes from USPTO patents with 853,638 reactions. Predict the reaction yield, written as a fraction of the theoretical maximum amount of product (1.0 means a 100% yield; for example, 0.34 means a 34% yield). (1) The reactants are [CH2:1]([O:8][C:9]1([C:12]2[CH:17]=[CH:16][C:15]([C:18]#[C:19][C:20]3[CH:25]=[CH:24][C:23](CC(OC)=O)=[CH:22][CH:21]=3)=[CH:14][CH:13]=2)[CH2:11][CH2:10]1)[C:2]1[CH:7]=[CH:6][CH:5]=[CH:4][CH:3]=1.[CH2:31]([O:33][C:34](=[O:42])C1C=CC(I)=CC=1)[CH3:32].[CH2:43](N(CC)CC)C. The catalyst is [Cu]I.Cl[Pd](Cl)([P](C1C=CC=CC=1)(C1C=CC=CC=1)C1C=CC=CC=1)[P](C1C=CC=CC=1)(C1C=CC=CC=1)C1C=CC=CC=1. The product is [CH2:1]([O:8][C:9]1([C:12]2[CH:13]=[CH:14][C:15]([C:18]#[C:19][C:20]3[CH:25]=[CH:24][C:23]([C:34]([O:33][CH2:31][CH3:32])=[O:42])=[CH:22][CH:21]=3)=[CH:16][C:17]=2[CH3:43])[CH2:10][CH2:11]1)[C:2]1[CH:3]=[CH:4][CH:5]=[CH:6][CH:7]=1. The yield is 0.540. (2) The reactants are [C:1]([C:5]1[CH:9]=[C:8]([NH:10][C:11]([NH:13][C@@H:14]2[C:23]3[C:18](=[CH:19][CH:20]=[CH:21][CH:22]=3)[C@H:17]([O:24][C:25]3[CH:26]=[CH:27][C:28]4[N:29]([C:31]([N:34]5[C@H:39]([CH3:40])[CH2:38][CH2:37][CH2:36][C@@H:35]5[CH3:41])=[N:32][N:33]=4)[CH:30]=3)[CH2:16][CH2:15]2)=[O:12])[N:7]([C:42]2[CH:43]=[C:44]([CH:51]=[CH:52][CH:53]=2)[CH2:45][O:46]S(C)(=O)=O)[N:6]=1)([CH3:4])([CH3:3])[CH3:2].CCN(C(C)C)C(C)C.[NH:63]1[CH2:68][CH2:67][O:66][CH2:65][CH2:64]1. The catalyst is C1COCC1. The product is [CH:45]([OH:46])=[O:66].[C:1]([C:5]1[CH:9]=[C:8]([NH:10][C:11]([NH:13][C@@H:14]2[C:23]3[C:18](=[CH:19][CH:20]=[CH:21][CH:22]=3)[C@H:17]([O:24][C:25]3[CH:26]=[CH:27][C:28]4[N:29]([C:31]([N:34]5[C@H:35]([CH3:41])[CH2:36][CH2:37][CH2:38][C@@H:39]5[CH3:40])=[N:32][N:33]=4)[CH:30]=3)[CH2:16][CH2:15]2)=[O:12])[N:7]([C:42]2[CH:53]=[CH:52][CH:51]=[C:44]([CH2:45][N:63]3[CH2:68][CH2:67][O:66][CH2:65][CH2:64]3)[CH:43]=2)[N:6]=1)([CH3:4])([CH3:2])[CH3:3]. The yield is 0.190. (3) The reactants are Cl[C:2]1[N:11]=[C:10]([NH:12][CH2:13][CH2:14][C:15]2[CH:20]=[CH:19][CH:18]=[CH:17][N:16]=2)[C:9]2[C:4](=[CH:5][CH:6]=[CH:7][CH:8]=2)[N:3]=1.[CH3:21][C:22]1[C:27](B(O)O)=[CH:26][N:25]2[CH:31]=[CH:32][N:33]=[C:24]2[CH:23]=1.C(NC1C2C(=CC=CC=2)N=C(C2SC3C=CC=CC=3C=2)N=1)(C1C=CC=CC=1)C1C=CC=CC=1. The catalyst is C(Cl)(Cl)Cl.CO. The product is [CH3:21][C:22]1[C:27]([C:2]2[N:11]=[C:10]([NH:12][CH2:13][CH2:14][C:15]3[CH:20]=[CH:19][CH:18]=[CH:17][N:16]=3)[C:9]3[C:4](=[CH:5][CH:6]=[CH:7][CH:8]=3)[N:3]=2)=[CH:26][N:25]2[CH:31]=[CH:32][N:33]=[C:24]2[CH:23]=1. The yield is 0.470. (4) The reactants are C[Si](C)(C)[N:3]1[CH:6]([C:7]2[CH:12]=[CH:11][CH:10]=[CH:9][CH:8]=2)[CH:5]([O:13][Si:14]([CH3:17])([CH3:16])[CH3:15])[C:4]1=[O:18].C(N(CC)CC)C.CO. No catalyst specified. The product is [CH3:15][Si:14]([CH3:17])([CH3:16])[O:13][C@H:5]1[C@@H:6]([C:7]2[CH:12]=[CH:11][CH:10]=[CH:9][CH:8]=2)[NH:3][C:4]1=[O:18]. The yield is 0.870. (5) The reactants are [NH2:1][C:2]([C:4]1[C:5]([F:16])=[C:6]([CH:12]=[CH:13][C:14]=1[F:15])[O:7][CH2:8][C:9]([OH:11])=[O:10])=[O:3].C([O-])([O-])=O.[K+].[K+].O. The catalyst is CN(C=O)C. The product is [NH2:1][C:2]([C:4]1[C:5]([F:16])=[C:6]([CH:12]=[CH:13][C:14]=1[F:15])[O:7][CH2:8][C:9]([O:11][CH2:6][CH2:5][CH2:4][CH2:14][CH2:13][CH3:12])=[O:10])=[O:3]. The yield is 0.600. (6) The reactants are Cl[C:2]1[C:11]2[C:6](=[CH:7][C:8]([O:14][CH2:15][CH:16]3[CH2:21][CH2:20][N:19]([CH3:22])[CH2:18][CH2:17]3)=[C:9]([O:12][CH3:13])[CH:10]=2)[N:5]=[CH:4][N:3]=1.[F:23][C:24]1[C:32]([OH:33])=[CH:31][CH:30]=[C:29]2[C:25]=1[CH:26]=[C:27]([CH3:34])[NH:28]2.C(=O)([O-])[O-].[K+].[K+]. The yield is 0.690. The product is [F:23][C:24]1[C:32]([O:33][C:2]2[C:11]3[C:6](=[CH:7][C:8]([O:14][CH2:15][CH:16]4[CH2:21][CH2:20][N:19]([CH3:22])[CH2:18][CH2:17]4)=[C:9]([O:12][CH3:13])[CH:10]=3)[N:5]=[CH:4][N:3]=2)=[CH:31][CH:30]=[C:29]2[C:25]=1[CH:26]=[C:27]([CH3:34])[NH:28]2. The catalyst is CN(C=O)C. (7) The reactants are [CH2:1]([N:9]1[CH2:14][CH2:13][NH:12][CH2:11][CH2:10]1)[CH2:2][C:3]1[CH:8]=[CH:7][CH:6]=[CH:5][CH:4]=1.Cl[C:16]1[CH:17]=[CH:18][C:19]2[N:20]([C:22]([C:25]([Cl:28])([F:27])[F:26])=[N:23][N:24]=2)[N:21]=1. No catalyst specified. The product is [Cl:28][C:25]([F:26])([F:27])[C:22]1[N:20]2[N:21]=[C:16]([N:12]3[CH2:11][CH2:10][N:9]([CH2:1][CH2:2][C:3]4[CH:4]=[CH:5][CH:6]=[CH:7][CH:8]=4)[CH2:14][CH2:13]3)[CH:17]=[CH:18][C:19]2=[N:24][N:23]=1. The yield is 0.710.